From a dataset of Forward reaction prediction with 1.9M reactions from USPTO patents (1976-2016). Predict the product of the given reaction. (1) Given the reactants [F:1][C:2]([F:15])([F:14])[C:3]1[CH:12]=[C:11]2[C:6]([C:7]([OH:13])=[CH:8][CH:9]=[N:10]2)=[CH:5][CH:4]=1.C([O-])([O-])=O.[Cs+].[Cs+].Br[CH2:23][CH2:24][CH2:25][CH2:26][CH2:27][O:28][C:29]1[C:30](=[O:37])[CH:31]=[C:32]([CH2:35][OH:36])[O:33][CH:34]=1, predict the reaction product. The product is: [F:15][C:2]([F:1])([F:14])[C:3]1[CH:12]=[C:11]2[C:6]([C:7]([O:13][CH2:23][CH2:24][CH2:25][CH2:26][CH2:27][O:28][C:29]3[C:30](=[O:37])[CH:31]=[C:32]([CH2:35][OH:36])[O:33][CH:34]=3)=[CH:8][CH:9]=[N:10]2)=[CH:5][CH:4]=1. (2) The product is: [OH:3][CH2:4][C:5]([C@H:7]([C@H:7]([C@@H:5]([CH2:4][OH:3])[OH:6])[OH:2])[OH:8])=[O:6]. Given the reactants [Ca].[OH2:2].[OH:3][CH2:4][CH:5]([CH2:7][OH:8])[OH:6], predict the reaction product. (3) Given the reactants [CH2:1]([C:3]1[N:8]([CH2:9][C:10](=[O:17])[C:11]2[CH:16]=[CH:15][CH:14]=[CH:13][CH:12]=2)[C:7](=[O:18])[C:6]2[C:19]([O:28][CH2:29][C:30]([F:35])([F:34])[CH:31]([F:33])[F:32])=[C:20]([C:23]([O:25][CH2:26][CH3:27])=[O:24])[N:21]([CH3:22])[C:5]=2[CH:4]=1)[CH3:2].FC(F)(F)S(OCC(F)(F)C(F)F)(=O)=O.C(=O)([O-])[O-].[Cs+].[Cs+], predict the reaction product. The product is: [CH2:1]([C:3]1[N:8]([CH2:9][C:10](=[O:17])[C:11]2[CH:12]=[CH:13][CH:14]=[CH:15][CH:16]=2)[C:7](=[O:18])[C:6]2[C:19]([O:28][CH2:29][C:30]([F:34])([F:35])[CH:31]([F:32])[F:33])=[C:20]([C:23]([OH:25])=[O:24])[N:21]([CH3:22])[C:5]=2[CH:4]=1)[CH3:2].[CH2:1]([C:3]1[N:8]([CH2:9][C:10](=[O:17])[C:11]2[CH:12]=[CH:13][CH:14]=[CH:15][CH:16]=2)[C:7](=[O:18])[C:6]2[C:19]([O:28][CH2:29][C:30]([F:34])([F:35])[CH:31]([F:33])[F:32])=[C:20]([C:23]([O:25][CH2:26][CH3:27])=[O:24])[N:21]([CH3:22])[C:5]=2[CH:4]=1)[CH3:2]. (4) Given the reactants C(O[C@H:5]1[C@H:9]([CH2:10][CH2:11][CH3:12])[CH2:8][C:7](=[O:13])[CH2:6]1)(=O)C.C1CCN2C(=NCCC2)CC1, predict the reaction product. The product is: [CH2:10]([C@@H:9]1[CH2:8][C:7](=[O:13])[CH:6]=[CH:5]1)[CH2:11][CH3:12]. (5) Given the reactants C(OC([N:8]1[CH2:13][CH2:12][N:11]([C:14]2[C:15]3[C:29]([CH2:30][CH2:31][CH2:32][CH3:33])=[CH:28][N:27]=[CH:26][C:16]=3[N:17]=[C:18]([C:20]3[CH:25]=[CH:24][N:23]=[CH:22][CH:21]=3)[N:19]=2)[CH2:10][CH2:9]1)=O)(C)(C)C.Cl, predict the reaction product. The product is: [CH2:30]([C:29]1[C:15]2[C:14]([N:11]3[CH2:10][CH2:9][NH:8][CH2:13][CH2:12]3)=[N:19][C:18]([C:20]3[CH:21]=[CH:22][N:23]=[CH:24][CH:25]=3)=[N:17][C:16]=2[CH:26]=[N:27][CH:28]=1)[CH2:31][CH2:32][CH3:33]. (6) Given the reactants [Si]([O:8][CH:9]([CH2:19][O:20][C:21]1[CH:26]=[CH:25][CH:24]=[C:23]([C:27]2[CH:28]=[C:29]([C:39](=[O:51])[NH:40][CH2:41][C:42]3[C:43](=[O:50])[NH:44][C:45]([CH3:49])=[CH:46][C:47]=3[CH3:48])[C:30]3[C:31](=[N:33][N:34]([CH:36]([CH3:38])[CH3:37])[CH:35]=3)[N:32]=2)[CH:22]=1)[CH2:10][NH:11]C(=O)OC(C)(C)C)(C(C)(C)C)(C)C.Cl, predict the reaction product. The product is: [NH2:11][CH2:10][CH:9]([OH:8])[CH2:19][O:20][C:21]1[CH:22]=[C:23]([C:27]2[CH:28]=[C:29]([C:39]([NH:40][CH2:41][C:42]3[C:43](=[O:50])[NH:44][C:45]([CH3:49])=[CH:46][C:47]=3[CH3:48])=[O:51])[C:30]3[C:31](=[N:33][N:34]([CH:36]([CH3:37])[CH3:38])[CH:35]=3)[N:32]=2)[CH:24]=[CH:25][CH:26]=1. (7) Given the reactants [Cl:1][C:2]1[CH:7]=[CH:6][C:5]([CH2:8][C:9]2[C:18]3[C:13](=[CH:14][CH:15]=[CH:16][CH:17]=3)[C:12](=[O:19])[N:11]([CH2:20][CH2:21][NH:22][CH2:23][CH2:24][CH2:25][CH2:26][C:27]3[CH:32]=[CH:31][C:30]([O:33][CH2:34][CH2:35][CH2:36][N:37]4[CH2:43][CH2:42][CH2:41][CH2:40][CH2:39][CH2:38]4)=[CH:29][CH:28]=3)[N:10]=2)=[CH:4][CH:3]=1.[CH2:44]=O, predict the reaction product. The product is: [Cl:1][C:2]1[CH:7]=[CH:6][C:5]([CH2:8][C:9]2[C:18]3[C:13](=[CH:14][CH:15]=[CH:16][CH:17]=3)[C:12](=[O:19])[N:11]([CH2:20][CH2:21][N:22]([CH2:23][CH2:24][CH2:25][CH2:26][C:27]3[CH:28]=[CH:29][C:30]([O:33][CH2:34][CH2:35][CH2:36][N:37]4[CH2:38][CH2:39][CH2:40][CH2:41][CH2:42][CH2:43]4)=[CH:31][CH:32]=3)[CH3:44])[N:10]=2)=[CH:4][CH:3]=1.